Dataset: Full USPTO retrosynthesis dataset with 1.9M reactions from patents (1976-2016). Task: Predict the reactants needed to synthesize the given product. (1) Given the product [CH3:1][CH:2]1[CH2:6][C:5]2[C:7]([CH3:19])=[C:8]([N:13]3[CH2:14][CH2:15][N:16]([C:21]4[CH:28]=[CH:27][C:24]([C:25]#[N:26])=[CH:23][CH:22]=4)[CH2:17][CH2:18]3)[C:9]([CH3:12])=[C:10]([CH3:11])[C:4]=2[O:3]1, predict the reactants needed to synthesize it. The reactants are: [CH3:1][CH:2]1[CH2:6][C:5]2[C:7]([CH3:19])=[C:8]([N:13]3[CH2:18][CH2:17][NH:16][CH2:15][CH2:14]3)[C:9]([CH3:12])=[C:10]([CH3:11])[C:4]=2[O:3]1.Br[C:21]1[CH:28]=[CH:27][C:24]([C:25]#[N:26])=[CH:23][CH:22]=1. (2) Given the product [CH3:29][C:26]([Si:13]([C:20]1[CH:25]=[CH:24][CH:23]=[CH:22][CH:21]=1)([C:14]1[CH:15]=[CH:16][CH:17]=[CH:18][CH:19]=1)[O:7][CH2:6][C:4]1[N:3]=[CH:2][O:1][CH:5]=1)([CH3:27])[CH3:28], predict the reactants needed to synthesize it. The reactants are: [O:1]1[CH:5]=[C:4]([CH2:6][OH:7])[N:3]=[CH:2]1.N1C=CN=C1.[Si:13](Cl)([C:26]([CH3:29])([CH3:28])[CH3:27])([C:20]1[CH:25]=[CH:24][CH:23]=[CH:22][CH:21]=1)[C:14]1[CH:19]=[CH:18][CH:17]=[CH:16][CH:15]=1.O. (3) Given the product [OH:8][CH:9]1[CH2:10][CH2:11][C:12]([CH3:19])([C:15]([O:17][CH3:18])=[O:16])[CH2:13][CH2:14]1, predict the reactants needed to synthesize it. The reactants are: [Si]([O:8][CH:9]1[CH2:14][CH2:13][C:12]([CH3:19])([C:15]([O:17][CH3:18])=[O:16])[CH2:11][CH2:10]1)(C(C)(C)C)(C)C. (4) Given the product [F:12][CH:13]([F:19])[C:14]1[N:5]=[C:3]([OH:4])[CH:2]=[C:1]([OH:6])[N:7]=1, predict the reactants needed to synthesize it. The reactants are: [C:1]([NH2:7])(=[O:6])[CH2:2][C:3]([NH2:5])=[O:4].[O-]CC.[Na+].[F:12][CH:13]([F:19])[C:14](OCC)=O.Cl.[Cl-].[NH4+].